Dataset: Full USPTO retrosynthesis dataset with 1.9M reactions from patents (1976-2016). Task: Predict the reactants needed to synthesize the given product. (1) Given the product [CH3:25][C:15]1[CH:20]=[CH:19][C:18]([S:21]([O:14][CH2:13][C@@H:8]2[CH2:9][CH2:10][CH2:11][CH2:12][C@H:7]2[C:5]([NH:4][CH2:3][C:1]#[N:2])=[O:6])(=[O:23])=[O:22])=[CH:17][CH:16]=1, predict the reactants needed to synthesize it. The reactants are: [C:1]([CH2:3][NH:4][C:5]([C@@H:7]1[CH2:12][CH2:11][CH2:10][CH2:9][C@H:8]1[CH2:13][OH:14])=[O:6])#[N:2].[C:15]1([CH3:25])[CH:20]=[CH:19][C:18]([S:21](Cl)(=[O:23])=[O:22])=[CH:17][CH:16]=1.N1C=CC=CC=1. (2) Given the product [Cl:22][CH2:21][CH2:20][CH:15]([C:9]1[CH:8]=[C:7]([F:6])[C:12]([F:13])=[C:11]([F:14])[CH:10]=1)[C:16]([OH:18])=[O:17], predict the reactants needed to synthesize it. The reactants are: C([Li])CCC.[F:6][C:7]1[CH:8]=[C:9]([CH2:15][C:16]([OH:18])=[O:17])[CH:10]=[C:11]([F:14])[C:12]=1[F:13].Br[CH2:20][CH2:21][Cl:22].Cl. (3) Given the product [Cl:26][C:21]1[CH:20]=[C:19]([NH:18][C:5]2[C:4]3[C:9](=[CH:10][CH:11]=[C:2]([C:32]4[CH:33]=[N:34][C:29]([O:28][CH3:27])=[CH:30][CH:31]=4)[CH:3]=3)[N:8]=[C:7]([C:12]3[CH:13]=[N:14][CH:15]=[CH:16][CH:17]=3)[N:6]=2)[CH:24]=[CH:23][C:22]=1[F:25], predict the reactants needed to synthesize it. The reactants are: Br[C:2]1[CH:3]=[C:4]2[C:9](=[CH:10][CH:11]=1)[N:8]=[C:7]([C:12]1[CH:13]=[N:14][CH:15]=[CH:16][CH:17]=1)[N:6]=[C:5]2[NH:18][C:19]1[CH:24]=[CH:23][C:22]([F:25])=[C:21]([Cl:26])[CH:20]=1.[CH3:27][O:28][C:29]1[N:34]=[CH:33][C:32](B(O)O)=[CH:31][CH:30]=1.O.P([O-])([O-])([O-])=O.[K+].[K+].[K+]. (4) The reactants are: [C:1]([OH:7])(=[O:6])[CH2:2][C:3]([OH:5])=[O:4].[CH:8]1([CH3:18])[CH2:13][CH2:12][CH:11]([CH:14]([CH3:16])[CH3:15])[CH:10](O)[CH2:9]1.S(=O)(=O)(O)O.O. Given the product [C:1]([O:7][CH:10]1[CH:11]([CH:14]([CH3:16])[CH3:15])[CH2:12][CH2:13][CH:8]([CH3:18])[CH2:9]1)(=[O:6])[CH2:2][C:3]([O:5][CH:10]1[CH:11]([CH:14]([CH3:16])[CH3:15])[CH2:12][CH2:13][CH:8]([CH3:18])[CH2:9]1)=[O:4], predict the reactants needed to synthesize it. (5) Given the product [NH:12]1[C:13]2[C:9](=[C:8]([O:7][CH:6]([C:27]([O:29][CH2:30][CH3:31])=[O:28])[C:4]([O:3][CH2:1][CH3:2])=[O:5])[CH:16]=[CH:15][CH:14]=2)[CH:10]=[CH:11]1, predict the reactants needed to synthesize it. The reactants are: [CH2:1]([O:3][C:4]([CH:6]([C:27]([O:29][CH2:30][CH3:31])=[O:28])[O:7][C:8]1[CH:16]=[CH:15][CH:14]=[C:13]2[C:9]=1[CH:10]=[CH:11][N:12]2C(OCC1C=CC=CC=1)=O)=[O:5])[CH3:2].[H][H]. (6) Given the product [C:18]1([NH:17][C:14]([C:12]2[CH:11]=[CH:10][CH:9]=[C:8]([C:4]3[CH:5]=[CH:6][CH:7]=[C:2]([Cl:1])[CH:3]=3)[N:13]=2)=[O:16])[CH:23]=[CH:22][CH:21]=[CH:20][CH:19]=1, predict the reactants needed to synthesize it. The reactants are: [Cl:1][C:2]1[CH:3]=[C:4]([C:8]2[N:13]=[C:12]([C:14]([OH:16])=O)[CH:11]=[CH:10][CH:9]=2)[CH:5]=[CH:6][CH:7]=1.[NH2:17][C:18]1[CH:23]=[CH:22][CH:21]=[CH:20][CH:19]=1. (7) Given the product [OH:58][C:59]([CH3:64])([CH3:63])[C:60](=[O:62])[CH2:61][C:50]1[CH:55]=[CH:54][C:53]([S:56][CH3:57])=[CH:52][CH:51]=1, predict the reactants needed to synthesize it. The reactants are: CC(C)([O-])C.[Na+].CC1(C)C2C(=C(P(C3C=CC=CC=3)C3C=CC=CC=3)C=CC=2)OC2C(P(C3C=CC=CC=3)C3C=CC=CC=3)=CC=CC1=2.Br[C:50]1[CH:55]=[CH:54][C:53]([S:56][CH3:57])=[CH:52][CH:51]=1.[OH:58][C:59]([CH3:64])([CH3:63])[C:60](=[O:62])[CH3:61].